Dataset: Peptide-MHC class II binding affinity with 134,281 pairs from IEDB. Task: Regression. Given a peptide amino acid sequence and an MHC pseudo amino acid sequence, predict their binding affinity value. This is MHC class II binding data. (1) The MHC is HLA-DPA10201-DPB10101 with pseudo-sequence HLA-DPA10201-DPB10101. The peptide sequence is TKTTSDYQDSDVSQ. The binding affinity (normalized) is 0.177. (2) The peptide sequence is EHKYFAATQFEPLAA. The MHC is HLA-DPA10201-DPB11401 with pseudo-sequence HLA-DPA10201-DPB11401. The binding affinity (normalized) is 0.720. (3) The peptide sequence is GGSILKISNKYHTKG. The MHC is DRB3_0202 with pseudo-sequence DRB3_0202. The binding affinity (normalized) is 0.187. (4) The peptide sequence is MNIKLQMPLYVAGYK. The MHC is DRB1_0401 with pseudo-sequence DRB1_0401. The binding affinity (normalized) is 0.616. (5) The peptide sequence is QEVEFIGYGKATLECKK. The MHC is HLA-DQA10601-DQB10402 with pseudo-sequence HLA-DQA10601-DQB10402. The binding affinity (normalized) is 0.